This data is from Catalyst prediction with 721,799 reactions and 888 catalyst types from USPTO. The task is: Predict which catalyst facilitates the given reaction. (1) Reactant: [OH:1][CH2:2][C:3]([C@H:5]([C@@H:7]([C@@H:9]([CH2:11][OH:12])[OH:10])O)O)=O.CN1[C:18](=[O:19])[CH2:17]CC1.C(OC(=O)C)(=O)C. Product: [C:18]([O:12][CH2:11][C:9]1[O:10][C:3]([CH:2]=[O:1])=[CH:5][CH:7]=1)(=[O:19])[CH3:17]. The catalyst class is: 850. (2) Reactant: [CH3:1]/[C:2](=[CH:5]\[C:6]1[CH:11]=[CH:10][C:9]([CH3:12])=[CH:8][CH:7]=1)/[CH:3]=[O:4].[H-].[Al+3].[Li+].[H-].[H-].[H-].S([O-])([O-])(=O)=O.[Na+].[Na+]. Product: [CH3:1]/[C:2](=[CH:5]\[C:6]1[CH:7]=[CH:8][C:9]([CH3:12])=[CH:10][CH:11]=1)/[CH2:3][OH:4]. The catalyst class is: 1. (3) Reactant: [OH:1][C@H:2]1[CH2:6][N:5]([C:7]([O:9][C:10]([CH3:13])([CH3:12])[CH3:11])=[O:8])[C@H:4]([C:14]([O:16][CH3:17])=[O:15])[CH2:3]1.C1N=CN([C:23]([N:25]2C=N[CH:27]=[CH:26]2)=[O:24])C=1.Cl.[Br:31][C:32]1[CH:33]=C(CN)[CH:35]=[CH:36][CH:37]=1. Product: [Br:31][C:32]1[CH:33]=[C:27]([CH:35]=[CH:36][CH:37]=1)[CH2:26][NH:25][C:23]([O:1][C@H:2]1[CH2:6][N:5]([C:7]([O:9][C:10]([CH3:11])([CH3:12])[CH3:13])=[O:8])[C@H:4]([C:14]([O:16][CH3:17])=[O:15])[CH2:3]1)=[O:24]. The catalyst class is: 31. (4) Reactant: CN(C(ON1N=NC2C=CC=NC1=2)=[N+](C)C)C.F[P-](F)(F)(F)(F)F.[Cl:25][C:26]1[CH:31]=[CH:30][N:29]=[C:28]([C:32]([OH:34])=O)[CH:27]=1.CCN(C(C)C)C(C)C.[CH3:44][C@@H:45]1[NH:50][CH2:49][CH2:48][N:47]([S:51]([C:54]2[CH:59]=[CH:58][C:57]([C:60]([F:63])([F:62])[F:61])=[CH:56][CH:55]=2)(=[O:53])=[O:52])[CH2:46]1. Product: [Cl:25][C:26]1[CH:31]=[CH:30][N:29]=[C:28]([C:32]([N:50]2[CH2:49][CH2:48][N:47]([S:51]([C:54]3[CH:55]=[CH:56][C:57]([C:60]([F:63])([F:61])[F:62])=[CH:58][CH:59]=3)(=[O:52])=[O:53])[CH2:46][C@@H:45]2[CH3:44])=[O:34])[CH:27]=1. The catalyst class is: 3. (5) Reactant: [C:1]([NH:5][C:6]1[C:15]2[CH:14]=[CH:13][CH:12]=[C:11]([C:16]([OH:18])=O)[C:10]=2[CH:9]=[CH:8][N:7]=1)([CH3:4])([CH3:3])[CH3:2].CN(C(ON1N=NC2C=CC=NC1=2)=[N+](C)C)C.F[P-](F)(F)(F)(F)F.CCN(C(C)C)C(C)C.[NH2:52][C:53]1[CH:54]=[C:55]([NH:60][C:61](=[O:72])[C:62]2[CH:67]=[CH:66][CH:65]=[C:64]([C:68]([F:71])([F:70])[F:69])[CH:63]=2)[CH:56]=[CH:57][C:58]=1[CH3:59]. Product: [C:1]([NH:5][C:6]1[C:15]2[CH:14]=[CH:13][CH:12]=[C:11]([C:16]([NH:52][C:53]3[CH:54]=[C:55]([NH:60][C:61](=[O:72])[C:62]4[CH:67]=[CH:66][CH:65]=[C:64]([C:68]([F:69])([F:70])[F:71])[CH:63]=4)[CH:56]=[CH:57][C:58]=3[CH3:59])=[O:18])[C:10]=2[CH:9]=[CH:8][N:7]=1)([CH3:2])([CH3:3])[CH3:4]. The catalyst class is: 42. (6) Reactant: Br[C:2]1[CH:3]=[C:4]([C:9]2[C:10]([C:20]3[CH:25]=[CH:24][CH:23]=[C:22]([CH3:26])[N:21]=3)=[N:11][N:12]([S:14]([N:17]([CH3:19])[CH3:18])(=[O:16])=[O:15])[CH:13]=2)[CH:5]=[CH:6][C:7]=1[F:8].[B:27]1([B:27]2[O:31][C:30]([CH3:33])([CH3:32])[C:29]([CH3:35])([CH3:34])[O:28]2)[O:31][C:30]([CH3:33])([CH3:32])[C:29]([CH3:35])([CH3:34])[O:28]1.C([O-])(=O)C.[K+]. Product: [F:8][C:7]1[CH:6]=[CH:5][C:4]([C:9]2[C:10]([C:20]3[CH:25]=[CH:24][CH:23]=[C:22]([CH3:26])[N:21]=3)=[N:11][N:12]([S:14]([N:17]([CH3:19])[CH3:18])(=[O:16])=[O:15])[CH:13]=2)=[CH:3][C:2]=1[B:27]1[O:31][C:30]([CH3:33])([CH3:32])[C:29]([CH3:35])([CH3:34])[O:28]1. The catalyst class is: 9. (7) Reactant: [CH2:1]([O:8][C:9]1[CH:14]=[C:13]([OH:15])[CH:12]=[CH:11][C:10]=1/[CH:16]=[CH:17]/[C:18]([O:20][CH2:21][CH3:22])=[O:19])[C:2]1[CH:7]=[CH:6][CH:5]=[CH:4][CH:3]=1.I[CH:24]([CH3:26])[CH3:25].C(=O)([O-])[O-].[K+].[K+].O. Product: [CH2:1]([O:8][C:9]1[CH:14]=[C:13]([O:15][CH:24]([CH3:26])[CH3:25])[CH:12]=[CH:11][C:10]=1/[CH:16]=[CH:17]/[C:18]([O:20][CH2:21][CH3:22])=[O:19])[C:2]1[CH:3]=[CH:4][CH:5]=[CH:6][CH:7]=1. The catalyst class is: 9. (8) Reactant: [C:1](C1C=C(C)C=C(C(C)(C)C)C=1O)(C)(C)C.C[Al](C)C.[Si:21]([O:38][C:39]1[CH:58]=[CH:57][C:42]([CH2:43][CH:44]2[CH2:48][CH2:47][N:46]([CH:49]3[CH2:54][CH2:53][C:52](=[O:55])[CH2:51][CH2:50]3)[C:45]2=[O:56])=[C:41]([Cl:59])[CH:40]=1)([C:34]([CH3:37])([CH3:36])[CH3:35])([C:28]1[CH:33]=[CH:32][CH:31]=[CH:30][CH:29]=1)[C:22]1[CH:27]=[CH:26][CH:25]=[CH:24][CH:23]=1.C[Li].Cl. Product: [Si:21]([O:38][C:39]1[CH:58]=[CH:57][C:42]([CH2:43][CH:44]2[CH2:48][CH2:47][N:46]([CH:49]3[CH2:54][CH2:53][C:52]([OH:55])([CH3:1])[CH2:51][CH2:50]3)[C:45]2=[O:56])=[C:41]([Cl:59])[CH:40]=1)([C:34]([CH3:37])([CH3:36])[CH3:35])([C:22]1[CH:23]=[CH:24][CH:25]=[CH:26][CH:27]=1)[C:28]1[CH:33]=[CH:32][CH:31]=[CH:30][CH:29]=1. The catalyst class is: 359. (9) Reactant: [CH3:1][O:2][C:3]([C:5]1[C:10]([NH2:11])=[CH:9][C:8]([C:12]([F:15])([F:14])[F:13])=[C:7]([Br:16])[N:6]=1)=[O:4].[C:17]1(C)[CH:22]=[CH:21][C:20](S(O)(=O)=O)=[CH:19][CH:18]=1.C(CC(=O)C)C(C)=O. Product: [CH3:1][O:2][C:3]([C:5]1[C:10]([N:11]2[C:19]([CH3:20])=[CH:18][CH:17]=[C:22]2[CH3:21])=[CH:9][C:8]([C:12]([F:15])([F:13])[F:14])=[C:7]([Br:16])[N:6]=1)=[O:4]. The catalyst class is: 11. (10) Reactant: [NH2:1][C:2]1[C:11]([C:12]#[C:13][C:14]2[CH:19]=[CH:18][CH:17]=[C:16]([NH:20][C:21]([C:23]3[O:24][CH:25]=[CH:26][C:27]=3[CH3:28])=[O:22])[CH:15]=2)=[CH:10][C:5]([C:6]([O:8]C)=[O:7])=[CH:4][N:3]=1.[OH-].[K+]. Product: [NH2:1][C:2]1[C:11]([C:12]#[C:13][C:14]2[CH:19]=[CH:18][CH:17]=[C:16]([NH:20][C:21]([C:23]3[O:24][CH:25]=[CH:26][C:27]=3[CH3:28])=[O:22])[CH:15]=2)=[CH:10][C:5]([C:6]([OH:8])=[O:7])=[CH:4][N:3]=1. The catalyst class is: 24.